This data is from Full USPTO retrosynthesis dataset with 1.9M reactions from patents (1976-2016). The task is: Predict the reactants needed to synthesize the given product. (1) The reactants are: [NH2:1][C@@H:2]([CH3:18])[CH2:3][N:4]1[CH:8]=[CH:7][C:6]([C:9]2[CH:16]=[CH:15][C:12]([C:13]#[N:14])=[C:11]([Cl:17])[CH:10]=2)=[N:5]1.[N:19]1[C:20]([C:28](O)=[O:29])=[CH:21][N:22]2[CH:27]=[CH:26][CH:25]=[N:24][C:23]=12. Given the product [Cl:17][C:11]1[CH:10]=[C:9]([C:6]2[CH:7]=[CH:8][N:4]([CH2:3][C@@H:2]([NH:1][C:28]([C:20]3[N:19]=[C:23]4[N:24]=[CH:25][CH:26]=[CH:27][N:22]4[CH:21]=3)=[O:29])[CH3:18])[N:5]=2)[CH:16]=[CH:15][C:12]=1[C:13]#[N:14], predict the reactants needed to synthesize it. (2) Given the product [NH2:1][C:4]1[CH:9]=[CH:8][C:7]([OH:10])=[CH:6][C:5]=1[F:11], predict the reactants needed to synthesize it. The reactants are: [N+:1]([C:4]1[CH:9]=[CH:8][C:7]([OH:10])=[CH:6][C:5]=1[F:11])([O-])=O. (3) The reactants are: [Cl:1][C:2]1[CH:11]=[CH:10][N:9]=[C:8]2[C:3]=1[CH2:4][CH2:5][CH2:6][NH:7]2.[Br:12]N1C(=O)CCC1=O. Given the product [Br:12][C:11]1[C:2]([Cl:1])=[C:3]2[C:8](=[N:9][CH:10]=1)[NH:7][CH2:6][CH2:5][CH2:4]2, predict the reactants needed to synthesize it. (4) Given the product [CH3:1][S:2]([C:5]1[CH:10]=[CH:9][C:8]([C:11]2[C:12]3[N:13]([N:21]=[C:22]([NH:24][C:26]4[CH:27]=[CH:28][C:29]([N:32]5[CH2:37][CH2:36][N:35]([CH3:38])[CH2:34][CH2:33]5)=[CH:30][CH:31]=4)[N:23]=3)[CH:14]=[C:15]([C:17]([F:19])([F:20])[F:18])[CH:16]=2)=[CH:7][CH:6]=1)(=[O:3])=[O:4], predict the reactants needed to synthesize it. The reactants are: [CH3:1][S:2]([C:5]1[CH:10]=[CH:9][C:8]([C:11]2[C:12]3[N:13]([N:21]=[C:22]([NH2:24])[N:23]=3)[CH:14]=[C:15]([C:17]([F:20])([F:19])[F:18])[CH:16]=2)=[CH:7][CH:6]=1)(=[O:4])=[O:3].Br[C:26]1[CH:31]=[CH:30][C:29]([N:32]2[CH2:37][CH2:36][N:35]([CH3:38])[CH2:34][CH2:33]2)=[CH:28][CH:27]=1.